From a dataset of Full USPTO retrosynthesis dataset with 1.9M reactions from patents (1976-2016). Predict the reactants needed to synthesize the given product. (1) The reactants are: C(OC(=O)[NH:7][CH:8]1[CH2:13][CH2:12][NH:11][CH2:10][CH2:9]1)(C)(C)C.[F:15][C:16]1[CH:17]=[C:18]([CH:21]=[C:22]([F:25])[C:23]=1[F:24])[CH2:19]Br.C(N(C(C)C)CC)(C)C.FC(F)(F)C(O)=O. Given the product [F:15][C:16]1[CH:17]=[C:18]([CH:21]=[C:22]([F:25])[C:23]=1[F:24])[CH2:19][N:11]1[CH2:10][CH2:9][CH:8]([NH2:7])[CH2:13][CH2:12]1, predict the reactants needed to synthesize it. (2) Given the product [Br:1][C:2]1[CH:19]=[CH:18][C:5]2[CH:6]=[CH:7][C:8]3[CH:15]=[C:14]([Cl:16])[CH:13]=[CH:12][C:9]=3[NH:10][CH2:11][C:4]=2[CH:3]=1, predict the reactants needed to synthesize it. The reactants are: [Br:1][C:2]1[CH:19]=[CH:18][C:5]2[CH2:6][CH:7](O)[C:8]3[CH:15]=[C:14]([Cl:16])[CH:13]=[CH:12][C:9]=3[NH:10][CH2:11][C:4]=2[CH:3]=1.Cl. (3) Given the product [CH3:1][N:2]1[C:10]2[C:5](=[CH:6][C:7]([N+:11]([O-:13])=[O:12])=[CH:8][CH:9]=2)[C:4]([C:14]2[CH:19]=[CH:18][CH:17]=[CH:16][CH:15]=2)=[C:3]1[C:20]([OH:22])=[O:21], predict the reactants needed to synthesize it. The reactants are: [CH3:1][N:2]1[C:10]2[C:5](=[CH:6][C:7]([N+:11]([O-:13])=[O:12])=[CH:8][CH:9]=2)[C:4]([C:14]2[CH:19]=[CH:18][CH:17]=[CH:16][CH:15]=2)=[C:3]1[C:20]([O:22]CC)=[O:21].[OH-].[K+].